The task is: Predict the product of the given reaction.. This data is from Forward reaction prediction with 1.9M reactions from USPTO patents (1976-2016). The product is: [CH3:27][O:28][C:29](=[O:30])[NH:31][C:32]1[NH:26][C:25]2[CH:24]=[CH:23][C:4]([C:5](=[O:6])[C:7]3[CH:22]=[CH:21][CH:20]=[CH:19][C:8]=3[C:9]([CH2:5][C:4]3[CH:23]=[CH:24][CH:25]=[CH:2][CH:3]=3)=[O:11])=[CH:3][C:2]=2[N:1]=1. Given the reactants [NH2:1][C:2]1[CH:3]=[C:4]([CH:23]=[CH:24][C:25]=1[NH2:26])[C:5]([C:7]1[CH:22]=[CH:21][CH:20]=[CH:19][C:8]=1[C:9]([O:11]CC1C=CC=CC=1)=O)=[O:6].[CH3:27][O:28][C:29]([NH:31][C:32](=NC(OC)=O)SC)=[O:30], predict the reaction product.